From a dataset of NCI-60 drug combinations with 297,098 pairs across 59 cell lines. Regression. Given two drug SMILES strings and cell line genomic features, predict the synergy score measuring deviation from expected non-interaction effect. (1) Drug 1: C1CNP(=O)(OC1)N(CCCl)CCCl. Drug 2: C1CCC(C(C1)N)N.C(=O)(C(=O)[O-])[O-].[Pt+4]. Cell line: HOP-92. Synergy scores: CSS=-15.4, Synergy_ZIP=1.07, Synergy_Bliss=-10.7, Synergy_Loewe=-30.4, Synergy_HSA=-22.8. (2) Drug 1: CC1=C2C(C(=O)C3(C(CC4C(C3C(C(C2(C)C)(CC1OC(=O)C(C(C5=CC=CC=C5)NC(=O)C6=CC=CC=C6)O)O)OC(=O)C7=CC=CC=C7)(CO4)OC(=O)C)O)C)OC(=O)C. Drug 2: CN1C2=C(C=C(C=C2)N(CCCl)CCCl)N=C1CCCC(=O)O.Cl. Cell line: SN12C. Synergy scores: CSS=10.6, Synergy_ZIP=-8.67, Synergy_Bliss=-8.50, Synergy_Loewe=-34.9, Synergy_HSA=-8.11. (3) Drug 1: C1=CC(=C2C(=C1NCCNCCO)C(=O)C3=C(C=CC(=C3C2=O)O)O)NCCNCCO. Drug 2: C1=CC(=CC=C1CCCC(=O)O)N(CCCl)CCCl. Cell line: UO-31. Synergy scores: CSS=27.0, Synergy_ZIP=-11.4, Synergy_Bliss=-5.03, Synergy_Loewe=-15.4, Synergy_HSA=-0.350. (4) Drug 1: C1CCN(CC1)CCOC2=CC=C(C=C2)C(=O)C3=C(SC4=C3C=CC(=C4)O)C5=CC=C(C=C5)O. Drug 2: CC1=C(C=C(C=C1)NC(=O)C2=CC=C(C=C2)CN3CCN(CC3)C)NC4=NC=CC(=N4)C5=CN=CC=C5. Cell line: SK-MEL-28. Synergy scores: CSS=-7.07, Synergy_ZIP=7.02, Synergy_Bliss=7.95, Synergy_Loewe=-3.72, Synergy_HSA=-2.00.